This data is from Forward reaction prediction with 1.9M reactions from USPTO patents (1976-2016). The task is: Predict the product of the given reaction. (1) Given the reactants [C:1]([NH2:9])(=[O:8])[C:2]1[CH:7]=[CH:6][CH:5]=[CH:4][CH:3]=1.I[C:11]1[CH:16]=[CH:15][CH:14]=[CH:13][C:12]=1[N+:17]([O-:19])=[O:18], predict the reaction product. The product is: [N+:17]([C:12]1[CH:13]=[CH:14][CH:15]=[CH:16][C:11]=1[NH:9][C:1](=[O:8])[C:2]1[CH:7]=[CH:6][CH:5]=[CH:4][CH:3]=1)([O-:19])=[O:18]. (2) Given the reactants [CH3:1][O:2][C:3]1[CH:26]=[CH:25][C:6]([CH2:7][N:8]2[C:17](=[O:18])[C:16]3[N:15]=[CH:14][C:13]([C:19](OCC)=[O:20])=[C:12]([OH:24])[C:11]=3[CH:10]=[CH:9]2)=[CH:5][CH:4]=1.[H-].[Al+3].[Li+].[H-].[H-].[H-], predict the reaction product. The product is: [CH3:1][O:2][C:3]1[CH:4]=[CH:5][C:6]([CH2:7][N:8]2[C:17](=[O:18])[C:16]3[N:15]=[CH:14][C:13]([CH2:19][OH:20])=[C:12]([OH:24])[C:11]=3[CH:10]=[CH:9]2)=[CH:25][CH:26]=1. (3) Given the reactants [CH:1]1([OH:6])[CH2:5][CH:4]=[CH:3][CH2:2]1.[CH:7]1CCC[CH:8]=1, predict the reaction product. The product is: [CH2:3]=[CH:4][CH2:5][CH:1]([OH:6])[CH2:2][CH:7]=[CH2:8].[CH:1]1([OH:6])[CH2:5][CH:4]=[CH:3][CH2:2]1.